From a dataset of NCI-60 drug combinations with 297,098 pairs across 59 cell lines. Regression. Given two drug SMILES strings and cell line genomic features, predict the synergy score measuring deviation from expected non-interaction effect. (1) Drug 1: C1=CC(=CC=C1C#N)C(C2=CC=C(C=C2)C#N)N3C=NC=N3. Drug 2: C1CC(=O)NC(=O)C1N2C(=O)C3=CC=CC=C3C2=O. Cell line: SNB-19. Synergy scores: CSS=-2.49, Synergy_ZIP=3.07, Synergy_Bliss=4.28, Synergy_Loewe=-2.07, Synergy_HSA=-0.706. (2) Synergy scores: CSS=46.1, Synergy_ZIP=4.82, Synergy_Bliss=7.09, Synergy_Loewe=6.08, Synergy_HSA=9.32. Cell line: SK-OV-3. Drug 2: C1CC(C1)(C2=CC=C(C=C2)C3=C(C=C4C(=N3)C=CN5C4=NNC5=O)C6=CC=CC=C6)N. Drug 1: C1CC(CCC1OC2=C(C(=CC=C2)Cl)F)(CC3=NC(=CC=C3)NC4=NC=CS4)C(=O)O. (3) Synergy scores: CSS=1.28, Synergy_ZIP=-3.93, Synergy_Bliss=-7.60, Synergy_Loewe=-6.24, Synergy_HSA=-6.16. Drug 1: C1=CC(=CC=C1CCC2=CNC3=C2C(=O)NC(=N3)N)C(=O)NC(CCC(=O)O)C(=O)O. Drug 2: C1CN1P(=S)(N2CC2)N3CC3. Cell line: UACC-257.